From a dataset of Forward reaction prediction with 1.9M reactions from USPTO patents (1976-2016). Predict the product of the given reaction. (1) Given the reactants Br[C:2]1[CH:3]=[CH:4][C:5]2[O:9][C:8]([CH2:10][OH:11])=[C:7]([CH3:12])[C:6]=2[C:13]=1[O:14][CH3:15].[C:16]([Cu])#[N:17], predict the reaction product. The product is: [OH:11][CH2:10][C:8]1[O:9][C:5]2[CH:4]=[CH:3][C:2]([C:16]#[N:17])=[C:13]([O:14][CH3:15])[C:6]=2[C:7]=1[CH3:12]. (2) The product is: [Cl-:13].[OH:18][CH:15]([CH2:16][OH:17])[CH2:14][N+:10]1[CH:11]=[CH:12][N:8]([CH2:1][C:2]2[CH:3]=[CH:4][CH:5]=[CH:6][CH:7]=2)[CH:9]=1. Given the reactants [CH2:1]([N:8]1[CH:12]=[CH:11][N:10]=[CH:9]1)[C:2]1[CH:7]=[CH:6][CH:5]=[CH:4][CH:3]=1.[Cl:13][CH2:14][CH:15]([OH:18])[CH2:16][OH:17], predict the reaction product. (3) Given the reactants [CH:1]([C:3]1[CH:4]=[CH:5][C:6]2[O:11][CH2:10][C:9](=[O:12])[NH:8][C:7]=2[CH:13]=1)=O.[C:14]([O:18][C:19]([N:21]1[CH2:26][CH2:25][NH:24][CH2:23][CH2:22]1)=[O:20])([CH3:17])([CH3:16])[CH3:15].C(O[BH-](OC(=O)C)OC(=O)C)(=O)C.[Na+], predict the reaction product. The product is: [C:14]([O:18][C:19]([N:21]1[CH2:26][CH2:25][N:24]([CH2:1][C:3]2[CH:4]=[CH:5][C:6]3[O:11][CH2:10][C:9](=[O:12])[NH:8][C:7]=3[CH:13]=2)[CH2:23][CH2:22]1)=[O:20])([CH3:17])([CH3:15])[CH3:16]. (4) Given the reactants [F:1][C:2]1[CH:7]=[C:6]([F:8])[CH:5]=[CH:4][C:3]=1[C@:9]12[CH2:18][O:17][C@@H:16]([CH:19]([CH:25](OC)OC)[CH:20](OC)OC)[CH2:15][C@H:14]1[C@@H:13]([CH3:30])[S:12][C:11]([NH:31]C(=O)C1C=CC=CC=1)=[N:10]2.[CH3:40][NH:41][NH2:42].S(=O)(=O)(O)O.C(=O)(O)[O-].[Na+], predict the reaction product. The product is: [F:1][C:2]1[CH:7]=[C:6]([F:8])[CH:5]=[CH:4][C:3]=1[C:9]12[CH2:18][O:17][CH:16]([C:19]3[CH:25]=[N:42][N:41]([CH3:40])[CH:20]=3)[CH2:15][CH:14]1[CH:13]([CH3:30])[S:12][C:11]([NH2:31])=[N:10]2. (5) Given the reactants Br[C:2]1[C:3]([F:9])=[C:4]([CH:6]=[CH:7][CH:8]=1)[NH2:5].[CH3:10][C:11]1([CH3:27])[C:15]([CH3:17])([CH3:16])[O:14][B:13]([B:13]2[O:14][C:15]([CH3:17])([CH3:16])[C:11]([CH3:27])([CH3:10])[O:12]2)[O:12]1.CC([O-])=O.[K+], predict the reaction product. The product is: [F:9][C:3]1[C:2]([B:13]2[O:14][C:15]([CH3:17])([CH3:16])[C:11]([CH3:27])([CH3:10])[O:12]2)=[CH:8][CH:7]=[CH:6][C:4]=1[NH2:5]. (6) Given the reactants [CH3:1][O:2][C:3]1[CH:11]=[CH:10][C:6]2[S:7][CH:8]=[CH:9][C:5]=2[CH:4]=1.COC1C=CC2SC(B(O)O)=CC=2C=1.Br[C:27]1[CH:32]=[CH:31][C:30]([O:33][CH3:34])=[CH:29][C:28]=1[N+:35]([O-:37])=[O:36], predict the reaction product. The product is: [CH3:1][O:2][C:3]1[CH:11]=[CH:10][C:6]2[S:7][C:8]([C:27]3[CH:32]=[CH:31][C:30]([O:33][CH3:34])=[CH:29][C:28]=3[N+:35]([O-:37])=[O:36])=[CH:9][C:5]=2[CH:4]=1. (7) Given the reactants [NH2:1][C:2]1[N:7]=[CH:6][C:5]([C:8]2[CH:9]=[C:10]([CH:19]=[CH:20][CH:21]=2)[C:11]([NH:13][CH2:14][CH2:15][N:16]([CH3:18])[CH3:17])=[O:12])=[CH:4][C:3]=1Br.C(=O)([O-])[O-].[K+].[K+].[F:29][C:30]1[CH:35]=[CH:34][C:33](B(O)O)=[CH:32][C:31]=1[C:39]([F:42])([F:41])[F:40], predict the reaction product. The product is: [NH2:1][C:2]1[N:7]=[CH:6][C:5]([C:8]2[CH:9]=[C:10]([CH:19]=[CH:20][CH:21]=2)[C:11]([NH:13][CH2:14][CH2:15][N:16]([CH3:18])[CH3:17])=[O:12])=[CH:4][C:3]=1[C:33]1[CH:34]=[CH:35][C:30]([F:29])=[C:31]([C:39]([F:42])([F:41])[F:40])[CH:32]=1.